This data is from Catalyst prediction with 721,799 reactions and 888 catalyst types from USPTO. The task is: Predict which catalyst facilitates the given reaction. (1) Reactant: [H-].[H-].[H-].[H-].[Li+].[Al+3].C1COCC1.[C:12]1([C@@H:18]2[NH:23][C:22](=O)[CH2:21][O:20][CH2:19]2)[CH:17]=[CH:16][CH:15]=[CH:14][CH:13]=1. Product: [C:12]1([C@H:18]2[CH2:19][O:20][CH2:21][CH2:22][NH:23]2)[CH:13]=[CH:14][CH:15]=[CH:16][CH:17]=1. The catalyst class is: 1. (2) Reactant: [CH3:1][O:2][C:3]1[CH:8]=[CH:7][C:6](/[CH:9]=[CH:10]/[C:11]2[CH:16]=[CH:15][C:14]([N+:17]([O-])=O)=[CH:13][CH:12]=2)=[CH:5][CH:4]=1.[Sn].[OH-].[Na+]. Product: [CH3:1][O:2][C:3]1[CH:4]=[CH:5][C:6](/[CH:9]=[CH:10]/[C:11]2[CH:12]=[CH:13][C:14]([NH2:17])=[CH:15][CH:16]=2)=[CH:7][CH:8]=1. The catalyst class is: 361. (3) Reactant: [CH:1]1[C:13]2[CH:12]([CH2:14][O:15][C:16]([NH:18][CH2:19][C:20](O)=[O:21])=[O:17])[C:11]3[C:6](=[CH:7][CH:8]=[CH:9][CH:10]=3)[C:5]=2[CH:4]=[CH:3][CH:2]=1.[C:23]([S:42][CH2:43][C@@H:44]([C:46]([NH:48]CC(N)=O)=[O:47])[NH2:45])([C:36]1[CH:41]=[CH:40][CH:39]=[CH:38][CH:37]=1)([C:30]1[CH:35]=[CH:34][CH:33]=[CH:32][CH:31]=1)[C:24]1[CH:29]=[CH:28][CH:27]=[CH:26][CH:25]=1.C(N(CC)C(C)C)(C)C.CN(C(ON1N=NC2C=CC=NC1=2)=[N+](C)C)C.F[P-](F)(F)(F)(F)F. Product: [CH:10]1[C:11]2[CH:12]([CH2:14][O:15][C:16]([NH:18][CH2:19][C:20]([NH:45][C@H:44]([C:46]([NH2:48])=[O:47])[CH2:43][S:42][C:23]([C:24]3[CH:29]=[CH:28][CH:27]=[CH:26][CH:25]=3)([C:36]3[CH:37]=[CH:38][CH:39]=[CH:40][CH:41]=3)[C:30]3[CH:31]=[CH:32][CH:33]=[CH:34][CH:35]=3)=[O:21])=[O:17])[C:13]3[C:5](=[CH:4][CH:3]=[CH:2][CH:1]=3)[C:6]=2[CH:7]=[CH:8][CH:9]=1. The catalyst class is: 4. (4) Reactant: [Cl:1][C:2]1[CH:7]=[CH:6][C:5]([C:8]2[N:9]=[C:10]([CH2:13][C:14]([OH:16])=O)[S:11][CH:12]=2)=[CH:4][CH:3]=1.Cl.[CH3:18][NH:19][CH3:20].CCN=C=NCCCN(C)C.Cl.C1C=CC2N(O)N=NC=2C=1. Product: [Cl:1][C:2]1[CH:7]=[CH:6][C:5]([C:8]2[N:9]=[C:10]([CH2:13][C:14]([N:19]([CH3:20])[CH3:18])=[O:16])[S:11][CH:12]=2)=[CH:4][CH:3]=1. The catalyst class is: 808. (5) Reactant: [K+].[Br-].CC1[S:8]C=C(/C=C/[C@H]2OC(=O)C[C@H](O)C(C)(C)C(=O)[C@H](C)[C@@H](O)[C@@H](C)CCC[C@H]3O[C@H]3C2)N=1.[CH3:36][C:37]1O[CH:40]=[C:39](/[CH:42]=[C:43](/[C@H:45]2[O:62][C:60](=[O:61])[CH2:59][C@H:58]([OH:63])[C:57]([CH3:65])([CH3:64])[C:55](=[O:56])[C@H:54]([CH3:66])[C@@H:53]([OH:67])[C@@H:52]([CH3:68])[CH2:51][CH2:50][CH2:49][C:48]([CH3:69])=[CH:47][CH2:46]2)\[CH3:44])[N:38]=1.CC1OC=C(/C=C(/[C@H]2OC(=O)C[C@H](O)C(C)(C)C(=O)[C@H](C)[C@@H](O)[C@@H](C)CCC[C@H]3O[C@H]3C2)\C)N=1.CC1SC=C(/C=C(/[C@H]2OC(=O)C[C@H](O)C(C)(C)C(=O)C[C@@H](O)[C@@H](C)CCCC=CC2)\C)N=1. Product: [CH3:36][C:37]1[S:8][CH:40]=[C:39](/[CH:42]=[C:43](/[C@H:45]2[O:62][C:60](=[O:61])[CH2:59][C@H:58]([OH:63])[C:57]([CH3:65])([CH3:64])[C:55](=[O:56])[C@H:54]([CH3:66])[C@@H:53]([OH:67])[C:52]([CH3:68])=[CH:51][CH2:50][CH2:49][C:48]([CH3:69])=[CH:47][CH2:46]2)\[CH3:44])[N:38]=1. The catalyst class is: 5. (6) The catalyst class is: 14. Product: [CH2:30]([O:29][C:27]([C:26]1[N:7]=[C:6]([C:5]2[CH:17]=[CH:18][C:2]([Br:1])=[CH:3][CH:4]=2)[N:8]([CH2:9][C:10]2[CH:15]=[CH:14][CH:13]=[CH:12][C:11]=2[Cl:16])[CH:25]=1)=[O:28])[CH3:31]. Reactant: [Br:1][C:2]1[CH:18]=[CH:17][C:5]([C:6]([NH:8][CH2:9][C:10]2[CH:15]=[CH:14][CH:13]=[CH:12][C:11]=2[Cl:16])=[NH:7])=[CH:4][CH:3]=1.C(=O)(O)[O-].[Na+].Br[CH2:25][C:26](=O)[C:27]([O:29][CH2:30][CH3:31])=[O:28]. (7) Reactant: Cl[C:2]1[N:7]=[CH:6][C:5]([S:8]([C:11]2[S:15][C:14]([CH2:16][N:17]([CH3:25])[C:18](=[O:24])[O:19][C:20]([CH3:23])([CH3:22])[CH3:21])=[N:13][C:12]=2[C:26]2[CH:31]=[CH:30][CH:29]=[CH:28][C:27]=2[F:32])(=[O:10])=[O:9])=[CH:4][CH:3]=1.C(O)C. Product: [F:32][C:27]1[CH:28]=[CH:29][CH:30]=[CH:31][C:26]=1[C:12]1[N:13]=[C:14]([CH2:16][N:17]([CH3:25])[C:18](=[O:24])[O:19][C:20]([CH3:21])([CH3:22])[CH3:23])[S:15][C:11]=1[S:8]([C:5]1[CH:6]=[N:7][CH:2]=[CH:3][CH:4]=1)(=[O:9])=[O:10]. The catalyst class is: 481. (8) Reactant: C(OC([N:8]([C:16]1[CH:21]=[CH:20][CH:19]=[CH:18][CH:17]=1)[C:9]1[N:14]=[CH:13][C:12](Br)=[CH:11][N:10]=1)=O)(C)(C)C.[CH3:22][NH:23][C:24]1[CH:29]=[CH:28][CH:27]=[C:26](C(F)(F)F)[CH:25]=1.[F:34]C(F)(F)C(O)=O. Product: [F:34][C:27]1[CH:28]=[CH:29][C:24]([N:23]([CH3:22])[C:12]2[CH:13]=[N:14][C:9]([NH:8][C:16]3[CH:17]=[CH:18][CH:19]=[CH:20][CH:21]=3)=[N:10][CH:11]=2)=[CH:25][CH:26]=1. The catalyst class is: 4. (9) Reactant: Br[CH2:2][C:3]1[CH:4]=[C:5]([CH:10]=[C:11]([O:13][CH3:14])[CH:12]=1)[C:6]([O:8][CH3:9])=[O:7].[N-:15]=[N+:16]=[N-:17].[Na+]. Product: [N:15]([CH2:2][C:3]1[CH:4]=[C:5]([CH:10]=[C:11]([O:13][CH3:14])[CH:12]=1)[C:6]([O:8][CH3:9])=[O:7])=[N+:16]=[N-:17]. The catalyst class is: 39.